This data is from Reaction yield outcomes from USPTO patents with 853,638 reactions. The task is: Predict the reaction yield, written as a fraction of the theoretical maximum amount of product (1.0 means a 100% yield; for example, 0.34 means a 34% yield). (1) The reactants are Cl.[Cl:2][C:3]1[CH:4]=[C:5]([C:10]23[CH2:15][CH:14]2[CH2:13][NH:12][CH2:11]3)[CH:6]=[CH:7][C:8]=1[Cl:9].[OH-].[Na+].Br[CH2:19][CH3:20]. The catalyst is C(Cl)Cl. The product is [Cl:2][C:3]1[CH:4]=[C:5]([C:10]23[CH2:15][CH:14]2[CH2:13][N:12]([CH2:19][CH3:20])[CH2:11]3)[CH:6]=[CH:7][C:8]=1[Cl:9]. The yield is 0.660. (2) The reactants are [CH3:1][N:2]([CH3:32])[C:3]([C:5]1[N:26]([CH:27]2[CH2:31][CH2:30][CH2:29][CH2:28]2)[C:8]2[N:9]=[C:10]([NH:13][C:14]3[CH:19]=[CH:18][C:17]([N:20]4[CH2:25][CH2:24][NH:23][CH2:22][CH2:21]4)=[CH:16][N:15]=3)[N:11]=[CH:12][C:7]=2[CH:6]=1)=[O:4].[CH:33]1([C:39](Cl)=[O:40])[CH2:38][CH2:37][CH2:36][CH2:35][CH2:34]1. No catalyst specified. The product is [CH3:1][N:2]([CH3:32])[C:3]([C:5]1[N:26]([CH:27]2[CH2:31][CH2:30][CH2:29][CH2:28]2)[C:8]2[N:9]=[C:10]([NH:13][C:14]3[CH:19]=[CH:18][C:17]([N:20]4[CH2:21][CH2:22][N:23]([C:39]([CH:33]5[CH2:38][CH2:37][CH2:36][CH2:35][CH2:34]5)=[O:40])[CH2:24][CH2:25]4)=[CH:16][N:15]=3)[N:11]=[CH:12][C:7]=2[CH:6]=1)=[O:4]. The yield is 0.490. (3) The reactants are [N:1]1([C:5]([C:7]2[S:15][C:14]3[C:9](=[N:10][CH:11]=[CH:12][C:13]=3Cl)[CH:8]=2)=[O:6])[CH2:4][CH2:3][CH2:2]1.[CH3:17][NH:18][C:19]([C:21]1[C:25]2[CH:26]=[CH:27][C:28]([OH:30])=[CH:29][C:24]=2[O:23][C:22]=1[CH3:31])=[O:20].C([O-])([O-])=O.[Cs+].[Cs+]. No catalyst specified. The product is [CH3:17][NH:18][C:19]([C:21]1[C:25]2[CH:26]=[CH:27][C:28]([O:30][C:13]3[CH:12]=[CH:11][N:10]=[C:9]4[CH:8]=[C:7]([C:5]([N:1]5[CH2:4][CH2:3][CH2:2]5)=[O:6])[S:15][C:14]=34)=[CH:29][C:24]=2[O:23][C:22]=1[CH3:31])=[O:20]. The yield is 0.740. (4) The reactants are C(=O)([O-])[O-].[K+].[K+].[C:7]1([S:13]([N:16]2[C:20]3=[N:21][CH:22]=[C:23]([OH:25])[CH:24]=[C:19]3[CH:18]=[C:17]2[C:26]([C:33]2[CH:38]=[CH:37][C:36]([S:39]([CH3:42])(=[O:41])=[O:40])=[CH:35][CH:34]=2)=[CH:27][CH:28]2[CH2:32][CH2:31][CH2:30][CH2:29]2)(=[O:15])=[O:14])[CH:12]=[CH:11][CH:10]=[CH:9][CH:8]=1.Br[CH:44]([CH3:46])[CH3:45]. The catalyst is CN(C)C=O.C(OCC)(=O)C. The product is [C:7]1([S:13]([N:16]2[C:20]3=[N:21][CH:22]=[C:23]([O:25][CH:44]([CH3:46])[CH3:45])[CH:24]=[C:19]3[CH:18]=[C:17]2[C:26]([C:33]2[CH:34]=[CH:35][C:36]([S:39]([CH3:42])(=[O:40])=[O:41])=[CH:37][CH:38]=2)=[CH:27][CH:28]2[CH2:32][CH2:31][CH2:30][CH2:29]2)(=[O:14])=[O:15])[CH:12]=[CH:11][CH:10]=[CH:9][CH:8]=1. The yield is 1.00. (5) The reactants are [CH3:1][O:2][CH2:3][CH2:4][NH:5][CH2:6][CH2:7][OH:8].Cl[CH2:10][CH2:11][CH2:12][O:13][C:14]1[CH:23]=[C:22]2[C:17]([C:18]([NH:24][C:25]3[CH:29]=[C:28]([CH2:30][C:31]([NH:33][C:34]4[CH:39]=[CH:38][CH:37]=[C:36]([F:40])[CH:35]=4)=[O:32])[NH:27][N:26]=3)=[N:19][CH:20]=[N:21]2)=[CH:16][CH:15]=1.[I-].[K+]. The catalyst is CN1CCCC1=O. The product is [F:40][C:36]1[CH:35]=[C:34]([NH:33][C:31](=[O:32])[CH2:30][C:28]2[NH:27][N:26]=[C:25]([NH:24][C:18]3[C:17]4[C:22](=[CH:23][C:14]([O:13][CH2:12][CH2:11][CH2:10][N:5]([CH2:6][CH2:7][OH:8])[CH2:4][CH2:3][O:2][CH3:1])=[CH:15][CH:16]=4)[N:21]=[CH:20][N:19]=3)[CH:29]=2)[CH:39]=[CH:38][CH:37]=1. The yield is 0.530. (6) The reactants are [CH2:1]([OH:4])[CH2:2][OH:3].[H-].[Na+].[Cl:7][C:8]1[N:9]=[N:10][C:11]([Cl:15])=[CH:12][C:13]=1Cl.BrC1C(Cl)=C(Cl)N=NC=1. The catalyst is O1CCCC1. The product is [Cl:7][C:8]1[N:9]=[N:10][C:11]([Cl:15])=[CH:12][C:13]=1[O:3][CH2:2][CH2:1][OH:4]. The yield is 0.830. (7) The reactants are [C:1]([C:3]1([C:16]2[CH:20]=[C:19]([CH3:21])[O:18][N:17]=2)[CH2:8][CH2:7][N:6]([C:9]([O:11][C:12]([CH3:15])([CH3:14])[CH3:13])=[O:10])[CH2:5][CH2:4]1)#[N:2]. The catalyst is ClCCl. The product is [NH2:2][CH2:1][C:3]1([C:16]2[CH:20]=[C:19]([CH3:21])[O:18][N:17]=2)[CH2:8][CH2:7][N:6]([C:9]([O:11][C:12]([CH3:15])([CH3:14])[CH3:13])=[O:10])[CH2:5][CH2:4]1. The yield is 1.00. (8) The yield is 0.520. The reactants are [NH2:1][C:2]1[CH:17]=[C:16]([F:18])[C:5]([O:6][C:7]2[CH:12]=[CH:11][N:10]=[C:9]([C:13]([NH2:15])=[O:14])[CH:8]=2)=[C:4]([F:19])[CH:3]=1.COC1C=CC(CNC2N=CN=C(OC3C=CC(N[C:42]([NH:44][C:45](=[O:54])[CH2:46][C:47]4[CH:52]=[CH:51][C:50]([F:53])=[CH:49][CH:48]=4)=[O:43])=CC=3F)C=2)=CC=1. The product is [C:13]([C:9]1[CH:8]=[C:7]([O:6][C:5]2[C:16]([F:18])=[CH:17][C:2]([NH:1][C:42]([NH:44][C:45](=[O:54])[CH2:46][C:47]3[CH:52]=[CH:51][C:50]([F:53])=[CH:49][CH:48]=3)=[O:43])=[CH:3][C:4]=2[F:19])[CH:12]=[CH:11][N:10]=1)(=[O:14])[NH2:15]. No catalyst specified. (9) The reactants are [CH3:1][O:2][C:3]([C:5]1([C:8]2[CH:13]=[CH:12][C:11]([OH:14])=[C:10]([OH:15])[CH:9]=2)[CH2:7][CH2:6]1)=[O:4].CC1C=[CH:19][C:20](S(O)(=O)=O)=[CH:21][CH:22]=1.C1(=O)CCC1. The catalyst is C1(C)C=CC=CC=1. The product is [C:19]12([O:14][C:11]3[CH:12]=[CH:13][C:8]([C:5]4([C:3]([O:2][CH3:1])=[O:4])[CH2:7][CH2:6]4)=[CH:9][C:10]=3[O:15]1)[CH2:20][CH2:21][CH2:22]2. The yield is 0.500. (10) The reactants are [NH2:1][CH2:2][CH2:3][N:4]1[C:12]2[CH:11]=[C:10]3[NH:13][C:14]([C:16]4[C:24]5[C:19](=[CH:20][CH:21]=[CH:22][CH:23]=5)[NH:18][N:17]=4)=[N:15][C:9]3=[CH:8][C:7]=2[C:6]([CH3:26])([CH3:25])[C:5]1=[O:27].[C:28](OC(=O)C)(=[O:30])[CH3:29].O. The catalyst is N1C=CC=CC=1. The product is [NH:18]1[C:19]2[C:24](=[CH:23][CH:22]=[CH:21][CH:20]=2)[C:16]([C:14]2[NH:13][C:10]3[C:9]([N:15]=2)=[CH:8][C:7]2[C:6]([CH3:25])([CH3:26])[C:5](=[O:27])[N:4]([CH2:3][CH2:2][NH:1][C:28](=[O:30])[CH3:29])[C:12]=2[CH:11]=3)=[N:17]1. The yield is 0.300.